Dataset: NCI-60 drug combinations with 297,098 pairs across 59 cell lines. Task: Regression. Given two drug SMILES strings and cell line genomic features, predict the synergy score measuring deviation from expected non-interaction effect. (1) Drug 1: CC(C)(C#N)C1=CC(=CC(=C1)CN2C=NC=N2)C(C)(C)C#N. Drug 2: N.N.Cl[Pt+2]Cl. Cell line: SF-539. Synergy scores: CSS=46.1, Synergy_ZIP=-6.60, Synergy_Bliss=-8.18, Synergy_Loewe=0.839, Synergy_HSA=-2.90. (2) Drug 1: CCC1=CC2CC(C3=C(CN(C2)C1)C4=CC=CC=C4N3)(C5=C(C=C6C(=C5)C78CCN9C7C(C=CC9)(C(C(C8N6C)(C(=O)OC)O)OC(=O)C)CC)OC)C(=O)OC.C(C(C(=O)O)O)(C(=O)O)O. Drug 2: CCN(CC)CCCC(C)NC1=C2C=C(C=CC2=NC3=C1C=CC(=C3)Cl)OC. Cell line: MDA-MB-435. Synergy scores: CSS=62.4, Synergy_ZIP=-0.904, Synergy_Bliss=-0.594, Synergy_Loewe=-13.1, Synergy_HSA=1.49. (3) Drug 1: CCC1(CC2CC(C3=C(CCN(C2)C1)C4=CC=CC=C4N3)(C5=C(C=C6C(=C5)C78CCN9C7C(C=CC9)(C(C(C8N6C)(C(=O)OC)O)OC(=O)C)CC)OC)C(=O)OC)O.OS(=O)(=O)O. Drug 2: C(CC(=O)O)C(=O)CN.Cl. Cell line: SW-620. Synergy scores: CSS=1.58, Synergy_ZIP=0.277, Synergy_Bliss=1.92, Synergy_Loewe=2.36, Synergy_HSA=0.522. (4) Drug 1: CC1CCCC2(C(O2)CC(NC(=O)CC(C(C(=O)C(C1O)C)(C)C)O)C(=CC3=CSC(=N3)C)C)C. Drug 2: CC1C(C(CC(O1)OC2CC(CC3=C2C(=C4C(=C3O)C(=O)C5=C(C4=O)C(=CC=C5)OC)O)(C(=O)CO)O)N)O.Cl. Cell line: HS 578T. Synergy scores: CSS=43.3, Synergy_ZIP=-1.71, Synergy_Bliss=-2.00, Synergy_Loewe=1.27, Synergy_HSA=1.54.